Dataset: Reaction yield outcomes from USPTO patents with 853,638 reactions. Task: Predict the reaction yield, written as a fraction of the theoretical maximum amount of product (1.0 means a 100% yield; for example, 0.34 means a 34% yield). (1) The reactants are [NH2:1][CH2:2][CH:3]1[CH2:8][CH2:7][CH:6]([CH2:9][NH2:10])[CH2:5][CH2:4]1.[OH2:11].[C:12](Cl)(Cl)=[O:13].Cl[C:17]1C=CC=CC=1Cl. No catalyst specified. The product is [N:1]([CH2:2][CH:3]1[CH2:8][CH2:7][CH:6]([CH2:9][N:10]=[C:12]=[O:13])[CH2:5][CH2:4]1)=[C:17]=[O:11]. The yield is 0.900. (2) The product is [F:24][C:23]1[CH:22]=[C:21]([NH:25][S:26]([CH3:29])(=[O:28])=[O:27])[C:20]([CH3:30])=[CH:19][C:18]=1[C@H:16]([NH:15][C:11]([C:3]1[CH2:2][O:1][C:10]2[C:5]([CH:4]=1)=[CH:6][CH:7]=[CH:8][CH:9]=2)=[O:13])[CH3:17]. The yield is 0.370. The catalyst is CN(C)C=O.O1CCCC1. The reactants are [O:1]1[C:10]2[C:5](=[CH:6][CH:7]=[CH:8][CH:9]=2)[CH:4]=[C:3]([C:11]([OH:13])=O)[CH2:2]1.Cl.[NH2:15][C@@H:16]([C:18]1[C:23]([F:24])=[CH:22][C:21]([NH:25][S:26]([CH3:29])(=[O:28])=[O:27])=[C:20]([CH3:30])[CH:19]=1)[CH3:17].F[P-](F)(F)(F)(F)F.C[N+](C)=C(N(C)C)ON1C2N=CC=CC=2N=N1.C(N(CC)C(C)C)(C)C. (3) The product is [Cl:1][C:2]1[CH:10]=[C:9]2[C:5]([CH:6]=[C:7]([CH:11]=[O:12])[NH:8]2)=[CH:4][CH:3]=1. The yield is 0.620. The reactants are [Cl:1][C:2]1[CH:10]=[C:9]2[C:5]([CH:6]=[C:7]([CH2:11][OH:12])[NH:8]2)=[CH:4][CH:3]=1. The catalyst is C1COCC1.[O-2].[Mn+4].[O-2]. (4) No catalyst specified. The product is [C:49]([CH2:48][C@H:47]([NH:46][C:43]([C:32]1[CH:33]=[C:34]([O:35][C:36]([N:38]2[CH2:42][CH2:41][CH2:40][CH2:39]2)=[O:37])[N:30]([C:25]2[CH:26]=[CH:27][CH:28]=[CH:29][C:24]=2[F:23])[N:31]=1)=[O:45])[C:52]1[CH:57]=[CH:56][CH:55]=[CH:54][C:53]=1[CH3:58])([OH:51])=[O:50]. The yield is 0.670. The reactants are [B-](F)(F)(F)F.CCOC(C(C#N)=NOC(N(C)C)=[N+](C)C)=O.[F:23][C:24]1[CH:29]=[CH:28][CH:27]=[CH:26][C:25]=1[N:30]1[C:34]([O:35][C:36]([N:38]2[CH2:42][CH2:41][CH2:40][CH2:39]2)=[O:37])=[CH:33][C:32]([C:43]([OH:45])=O)=[N:31]1.[NH2:46][C@H:47]([C:52]1[CH:57]=[CH:56][CH:55]=[CH:54][C:53]=1[CH3:58])[CH2:48][C:49]([OH:51])=[O:50]. (5) The reactants are [CH3:1][S:2]([C:5]1[CH:10]=[CH:9][C:8]([CH:11]([CH2:16][CH:17]2[CH2:22][CH2:21][O:20][CH2:19][CH2:18]2)[C:12](=[O:15])[CH:13]=[CH2:14])=[CH:7][CH:6]=1)(=[O:4])=[O:3].[N:23]1[CH:28]=[CH:27][CH:26]=[CH:25][C:24]=1[CH:29]=[O:30].C(N(CC)CC)C. The catalyst is C(O)C.[Cl-].C([N+]1C(C)=C(CCO)SC=1)C1C=CC=CC=1.C(OCC)(=O)C. The product is [CH3:1][S:2]([C:5]1[CH:6]=[CH:7][C:8]([CH:11]([CH2:16][CH:17]2[CH2:22][CH2:21][O:20][CH2:19][CH2:18]2)[C:12](=[O:15])[CH2:13][CH2:14][C:29]([C:24]2[CH:25]=[CH:26][CH:27]=[CH:28][N:23]=2)=[O:30])=[CH:9][CH:10]=1)(=[O:4])=[O:3]. The yield is 0.790. (6) The reactants are [CH2:1]([O:8][CH:9]1[O:14][C:12](=[O:13])[C:11](Br)=[C:10]1Br)[C:2]1[CH:7]=[CH:6][CH:5]=[CH:4][CH:3]=1.[C:17]1([S:23]([N:26]2[C:34]3[C:29](=[CH:30][CH:31]=[CH:32][CH:33]=3)[C:28](B(O)O)=[CH:27]2)(=[O:25])=[O:24])[CH:22]=[CH:21][CH:20]=[CH:19][CH:18]=1.[F-].[Cs+]. The catalyst is Cl[Pd](Cl)([P](C1C=CC=CC=1)(C1C=CC=CC=1)C1C=CC=CC=1)[P](C1C=CC=CC=1)(C1C=CC=CC=1)C1C=CC=CC=1. The product is [C:17]1([S:23]([N:26]2[C:34]3[C:29](=[CH:30][CH:31]=[CH:32][CH:33]=3)[C:28]([C:11]3[C:12]([O:14][CH:9]([O:8][CH2:1][C:2]4[CH:7]=[CH:6][CH:5]=[CH:4][CH:3]=4)[C:10]=3[C:28]3[C:29]4[C:34](=[CH:33][CH:32]=[CH:31][CH:30]=4)[N:26]([S:23]([C:17]4[CH:22]=[CH:21][CH:20]=[CH:19][CH:18]=4)(=[O:25])=[O:24])[CH:27]=3)=[O:13])=[CH:27]2)(=[O:25])=[O:24])[CH:22]=[CH:21][CH:20]=[CH:19][CH:18]=1. The yield is 0.290. (7) The reactants are OC[C@H:3]1[CH2:8][CH2:7][C@H:6]([CH2:9][OH:10])[CH2:5][CH2:4]1.N1[CH:15]=[CH:14]N=C1.[CH3:16][C:17]([Si:20](Cl)(C)C)([CH3:19])[CH3:18].[OH2:24].[CH3:25]N(C=O)C. The catalyst is CC(=O)OCC. The product is [C:17]([SiH2:20][O:24][C:14]([CH3:15])([CH3:25])[C@H:3]1[CH2:4][CH2:5][C@H:6]([CH2:9][OH:10])[CH2:7][CH2:8]1)([CH3:19])([CH3:18])[CH3:16]. The yield is 0.450.